The task is: Predict the product of the given reaction.. This data is from Forward reaction prediction with 1.9M reactions from USPTO patents (1976-2016). (1) Given the reactants [Cl:1][C:2]1[CH:3]=[C:4]([CH:17]=[CH:18][C:19]=1[Cl:20])[CH2:5][NH:6][C:7]1[C:8]([CH3:16])=[CH:9][C:10]2[N:11]([CH:13]=[CH:14][N:15]=2)[N:12]=1.[I:21]N1C(=O)CCC1=O, predict the reaction product. The product is: [Cl:1][C:2]1[CH:3]=[C:4]([CH:17]=[CH:18][C:19]=1[Cl:20])[CH2:5][NH:6][C:7]1[C:8]([CH3:16])=[CH:9][C:10]2[N:11]([C:13]([I:21])=[CH:14][N:15]=2)[N:12]=1. (2) The product is: [C:9]([N:26]1[CH2:25][CH2:24][C:23]2[C:28](=[CH:29][C:20]([N+:17]([O-:19])=[O:18])=[CH:21][CH:22]=2)[CH2:27]1)([O:11][C:12]([CH3:13])([CH3:14])[CH3:15])=[O:10]. Given the reactants [C:9](O[C:9]([O:11][C:12]([CH3:15])([CH3:14])[CH3:13])=[O:10])([O:11][C:12]([CH3:15])([CH3:14])[CH3:13])=[O:10].Cl.[N+:17]([C:20]1[CH:29]=[C:28]2[C:23]([CH2:24][CH2:25][NH:26][CH2:27]2)=[CH:22][CH:21]=1)([O-:19])=[O:18].CCN(CC)CC.C([O-])(O)=O.[Na+], predict the reaction product. (3) Given the reactants [C:1]([C:3]1[CH:8]=[CH:7][C:6]([N:9]2[C:13]([C:14]3[C:15](=[O:33])[N:16]([CH3:32])[C:17](=[O:31])[N:18]([C:21]4[CH:26]=[CH:25][CH:24]=[C:23]([C:27]([F:30])([F:29])[F:28])[CH:22]=4)[C:19]=3[CH3:20])=[C:12]([S:34]([NH2:37])(=[O:36])=[O:35])[CH:11]=[N:10]2)=[CH:5][CH:4]=1)#[N:2].[C:38](O)(=[O:45])[C:39]1[CH:44]=[CH:43][CH:42]=[CH:41][CH:40]=1.Cl.C(N=C=NCCCN(C)C)C.Cl, predict the reaction product. The product is: [C:1]([C:3]1[CH:8]=[CH:7][C:6]([N:9]2[C:13]([C:14]3[C:15](=[O:33])[N:16]([CH3:32])[C:17](=[O:31])[N:18]([C:21]4[CH:26]=[CH:25][CH:24]=[C:23]([C:27]([F:30])([F:29])[F:28])[CH:22]=4)[C:19]=3[CH3:20])=[C:12]([S:34]([NH:37][C:38](=[O:45])[C:39]3[CH:44]=[CH:43][CH:42]=[CH:41][CH:40]=3)(=[O:36])=[O:35])[CH:11]=[N:10]2)=[CH:5][CH:4]=1)#[N:2]. (4) Given the reactants CS(O)(=O)=O.[OH:6][CH:7]1[CH2:12][CH2:11][N:10]([CH3:13])[CH2:9][CH2:8]1.[CH3:14][C:15]1[N:24]=[C:23]2[N:17]([CH2:18][CH2:19][C:20]3[CH:29]=[CH:28][CH:27]=[CH:26][C:21]=3[CH:22]2O)[C:16]=1[C:30]1[CH:35]=[CH:34][CH:33]=[CH:32][CH:31]=1.C([O-])([O-])=O.[Na+].[Na+], predict the reaction product. The product is: [CH3:14][C:15]1[N:24]=[C:23]2[N:17]([CH2:18][CH2:19][C:20]3[CH:29]=[CH:28][CH:27]=[CH:26][C:21]=3[CH:22]2[O:6][CH:7]2[CH2:12][CH2:11][N:10]([CH3:13])[CH2:9][CH2:8]2)[C:16]=1[C:30]1[CH:35]=[CH:34][CH:33]=[CH:32][CH:31]=1. (5) Given the reactants [OH-].[K+].[C:3]1([CH:10]=[CH:9][C:7]([OH:8])=[CH:6][CH:5]=1)[OH:4].I[CH:12]([CH3:14])[CH3:13], predict the reaction product. The product is: [CH3:13][CH:12]([O:4][C:3]1[CH:10]=[CH:9][C:7]([OH:8])=[CH:6][CH:5]=1)[CH3:14]. (6) The product is: [F:23][C:24]([F:35])([F:34])[C:25]([N:11]1[CH2:10][CH:9]2[CH2:15][CH:13]([CH2:14][N:8]2[C:6]([O:5][C:1]([CH3:4])([CH3:2])[CH3:3])=[O:7])[CH2:12]1)=[O:26]. Given the reactants [C:1]([O:5][C:6]([N:8]1[CH2:14][CH:13]2[CH2:15][CH:9]1[CH2:10][NH:11][CH2:12]2)=[O:7])([CH3:4])([CH3:3])[CH3:2].C(N(CC)CC)C.[F:23][C:24]([F:35])([F:34])[C:25](O[C:25](=[O:26])[C:24]([F:35])([F:34])[F:23])=[O:26], predict the reaction product. (7) Given the reactants C([O:3][C:4]([C:6]1[O:10][N:9]=[C:8]([C:11]2[CH:16]=[CH:15][C:14]([O:17][CH2:18][C:19]3[CH:24]=[CH:23][CH:22]=[CH:21][C:20]=3[Cl:25])=[CH:13][N:12]=2)[CH:7]=1)=[O:5])C.Cl, predict the reaction product. The product is: [Cl:25][C:20]1[CH:21]=[CH:22][CH:23]=[CH:24][C:19]=1[CH2:18][O:17][C:14]1[CH:15]=[CH:16][C:11]([C:8]2[CH:7]=[C:6]([C:4]([OH:5])=[O:3])[O:10][N:9]=2)=[N:12][CH:13]=1. (8) Given the reactants [CH3:1][O:2][C:3]([C:5]1[CH:15]=[C:14]([OH:16])[C:8]2[CH2:9][C:10]([CH3:13])([CH3:12])[O:11][C:7]=2[CH:6]=1)=[O:4].[F:17][C:18]1[CH:19]=[C:20](B(O)O)[CH:21]=[C:22]([F:24])[CH:23]=1.CCN(CC)CC, predict the reaction product. The product is: [CH3:1][O:2][C:3]([C:5]1[CH:15]=[C:14]([O:16][C:20]2[CH:19]=[C:18]([F:17])[CH:23]=[C:22]([F:24])[CH:21]=2)[C:8]2[CH2:9][C:10]([CH3:13])([CH3:12])[O:11][C:7]=2[CH:6]=1)=[O:4]. (9) The product is: [OH:4][C@@H:3]([CH2:5][OH:6])[CH2:2][N:36]1[CH2:35][CH2:34][C:33]2[C:38](=[CH:39][CH:40]=[C:31]([C:28]3[N:27]=[C:26]([C:21]4[CH:22]=[C:23]([C:24]#[N:25])[C:18]([O:17][CH:15]([CH3:16])[CH3:14])=[N:19][CH:20]=4)[O:30][N:29]=3)[C:32]=2[CH3:41])[CH2:37]1. Given the reactants O=[CH:2][C@H:3]([CH2:5][OH:6])[OH:4].FC(F)(F)C(O)=O.[CH3:14][CH:15]([O:17][C:18]1[C:23]([C:24]#[N:25])=[CH:22][C:21]([C:26]2[O:30][N:29]=[C:28]([C:31]3[C:32]([CH3:41])=[C:33]4[C:38](=[CH:39][CH:40]=3)[CH2:37][NH:36][CH2:35][CH2:34]4)[N:27]=2)=[CH:20][N:19]=1)[CH3:16].C(O[BH-](OC(=O)C)OC(=O)C)(=O)C.[Na+].C(=O)([O-])O.[Na+], predict the reaction product.